From a dataset of Forward reaction prediction with 1.9M reactions from USPTO patents (1976-2016). Predict the product of the given reaction. (1) Given the reactants [N+:1]([C:4]1[CH:5]=[N:6][N:7]2[CH2:12][CH2:11][CH2:10][NH:9][C:8]=12)([O-])=O.C(O)(=O)C.O.[S:18](=[O:22])(=[O:21])([OH:20])[OH:19], predict the reaction product. The product is: [S:18](=[O:20])(=[O:19])([OH:22])[OH:21].[NH2:1][C:4]1[CH:5]=[N:6][N:7]2[CH2:12][CH2:11][CH2:10][NH:9][C:8]=12. (2) Given the reactants [CH3:1][C:2]1[CH:3]=[CH:4][C:5]2[O:9][C:8](=[O:10])[NH:7][C:6]=2[CH:11]=1.[C:12](=O)([O-])[O-].[K+].[K+].S(OC)(OC)(=O)=O.C(OCC)C, predict the reaction product. The product is: [CH3:12][N:7]1[C:6]2[CH:11]=[C:2]([CH3:1])[CH:3]=[CH:4][C:5]=2[O:9][C:8]1=[O:10].